From a dataset of Peptide-MHC class II binding affinity with 134,281 pairs from IEDB. Regression. Given a peptide amino acid sequence and an MHC pseudo amino acid sequence, predict their binding affinity value. This is MHC class II binding data. (1) The peptide sequence is LLDNRSNHYEEVIAS. The MHC is DRB1_1302 with pseudo-sequence DRB1_1302. The binding affinity (normalized) is 0.227. (2) The peptide sequence is AAVPAVGAAAGAPAA. The MHC is DRB3_0202 with pseudo-sequence DRB3_0202. The binding affinity (normalized) is 0.0296. (3) The peptide sequence is YFPPPAAKEDFLGCL. The MHC is HLA-DPA10103-DPB10201 with pseudo-sequence HLA-DPA10103-DPB10201. The binding affinity (normalized) is 0.545.